Dataset: Forward reaction prediction with 1.9M reactions from USPTO patents (1976-2016). Task: Predict the product of the given reaction. Given the reactants COCCOC.Cl[C:8]1[CH:13]=[C:12]([O:14][CH3:15])[N:11]=[CH:10][N:9]=1.[CH3:16][C:17]1[CH:23]=[CH:22][C:20]([NH2:21])=[C:19](B2OC(C)(C)C(C)(C)O2)[CH:18]=1.C([O-])([O-])=O.[Na+].[Na+], predict the reaction product. The product is: [CH3:15][O:14][C:12]1[N:11]=[CH:10][N:9]=[C:8]([C:19]2[CH:18]=[C:17]([CH3:16])[CH:23]=[CH:22][C:20]=2[NH2:21])[CH:13]=1.